Predict which catalyst facilitates the given reaction. From a dataset of Catalyst prediction with 721,799 reactions and 888 catalyst types from USPTO. (1) Reactant: [F:1][C:2]1[CH:7]=[CH:6][C:5]([CH:8]([C:14]2[CH:19]=[CH:18][C:17]([F:20])=[CH:16][CH:15]=2)[C:9]([O:11][CH2:12][CH3:13])=[O:10])=[CH:4][CH:3]=1.C[Si]([N-][Si](C)(C)C)(C)C.[Li+].Br[CH2:32][C:33]#[N:34]. Product: [C:33]([CH2:32][C:8]([C:14]1[CH:15]=[CH:16][C:17]([F:20])=[CH:18][CH:19]=1)([C:5]1[CH:4]=[CH:3][C:2]([F:1])=[CH:7][CH:6]=1)[C:9]([O:11][CH2:12][CH3:13])=[O:10])#[N:34]. The catalyst class is: 7. (2) Reactant: [N:1]1[CH2:2][CH:3]=[CH:4][CH:5]=[CH:6][C:7]=1[NH2:8].Cl.C(=O)([O-])[O-].[K+].[K+].[N:16]1[CH:21]=[CH:20][C:19]([C:22](=O)[CH2:23][C:24](OCC)=[O:25])=[N:18][CH:17]=1. Product: [N:16]1[CH:21]=[CH:20][C:19]([C:22]2[N:8]=[C:7]3[CH2:6][CH2:5][CH2:4][CH2:3][CH2:2][N:1]3[C:24](=[O:25])[CH:23]=2)=[N:18][CH:17]=1. The catalyst class is: 8. (3) Reactant: C([C:4]1[C:12]2[C:7](=[CH:8][C:9]([CH2:13][N:14]3[CH2:19][CH2:18][N:17]([CH3:20])[CH2:16][CH2:15]3)=[CH:10][CH:11]=2)[NH:6][C:5]=1[C:21]1[CH:26]=[C:25]([C:27]2[CH:32]=[CH:31][N:30]=[CH:29][CH:28]=2)[N:24]=[N:23][C:22]=1OC)(C)C.[OH-:35].[Na+]. Product: [CH2:8]([C:4]1[C:12]2[C:7](=[CH:8][C:9]([CH2:13][N:14]3[CH2:15][CH2:16][N:17]([CH3:20])[CH2:18][CH2:19]3)=[CH:10][CH:11]=2)[NH:6][C:5]=1[C:21]1[C:22](=[O:35])[NH:23][N:24]=[C:25]([C:27]2[CH:32]=[CH:31][N:30]=[CH:29][CH:28]=2)[CH:26]=1)[CH:9]([CH3:13])[CH3:10]. The catalyst class is: 8. (4) Reactant: [OH-].[Na+].[CH3:3][N:4]([CH3:21])[C:5]([C:7]1[CH:8]=[C:9]2[C:13](=[CH:14][C:15]=1[O:16][CH3:17])[CH2:12][C:11](=[N:18]O)[C:10]2=[O:20])=[O:6].C1(C)C=CC(S(Cl)(=O)=[O:29])=CC=1. Product: [C:11]([CH2:12][C:13]1[C:9]([C:10]([OH:20])=[O:29])=[CH:8][C:7]([C:5]([N:4]([CH3:3])[CH3:21])=[O:6])=[C:15]([O:16][CH3:17])[CH:14]=1)#[N:18]. The catalyst class is: 6. (5) Reactant: [H-].[Na+].[O-]CC.[Na+].[CH2:7]([O:9][C:10](=[O:21])[CH:11]([NH:17][C:18](=[O:20])[CH3:19])[C:12]([O:14][CH2:15][CH3:16])=[O:13])[CH3:8].[C:22]1([C:28]2[CH:33]=[CH:32][C:31]([C:34](=[O:37])[CH2:35]Br)=[CH:30][CH:29]=2)[CH:27]=[CH:26][CH:25]=[CH:24][CH:23]=1. Product: [CH2:15]([O:14][C:12](=[O:13])[C:11]([NH:17][C:18](=[O:20])[CH3:19])([CH2:35][C:34]([C:31]1[CH:32]=[CH:33][C:28]([C:22]2[CH:27]=[CH:26][CH:25]=[CH:24][CH:23]=2)=[CH:29][CH:30]=1)=[O:37])[C:10]([O:9][CH2:7][CH3:8])=[O:21])[CH3:16]. The catalyst class is: 8.